This data is from NCI-60 drug combinations with 297,098 pairs across 59 cell lines. The task is: Regression. Given two drug SMILES strings and cell line genomic features, predict the synergy score measuring deviation from expected non-interaction effect. (1) Drug 1: C1=CC(=CC=C1CC(C(=O)O)N)N(CCCl)CCCl.Cl. Drug 2: CCC1(CC2CC(C3=C(CCN(C2)C1)C4=CC=CC=C4N3)(C5=C(C=C6C(=C5)C78CCN9C7C(C=CC9)(C(C(C8N6C)(C(=O)OC)O)OC(=O)C)CC)OC)C(=O)OC)O.OS(=O)(=O)O. Cell line: OVCAR-4. Synergy scores: CSS=14.6, Synergy_ZIP=-6.07, Synergy_Bliss=-1.44, Synergy_Loewe=-32.2, Synergy_HSA=-4.67. (2) Synergy scores: CSS=5.48, Synergy_ZIP=-1.39, Synergy_Bliss=-1.88, Synergy_Loewe=-20.3, Synergy_HSA=-0.748. Drug 2: CC1=C(C(=CC=C1)Cl)NC(=O)C2=CN=C(S2)NC3=CC(=NC(=N3)C)N4CCN(CC4)CCO. Cell line: HCC-2998. Drug 1: COC1=NC(=NC2=C1N=CN2C3C(C(C(O3)CO)O)O)N. (3) Drug 1: CS(=O)(=O)OCCCCOS(=O)(=O)C. Drug 2: B(C(CC(C)C)NC(=O)C(CC1=CC=CC=C1)NC(=O)C2=NC=CN=C2)(O)O. Cell line: SR. Synergy scores: CSS=64.8, Synergy_ZIP=4.25, Synergy_Bliss=4.45, Synergy_Loewe=-20.1, Synergy_HSA=1.02. (4) Drug 1: CCCS(=O)(=O)NC1=C(C(=C(C=C1)F)C(=O)C2=CNC3=C2C=C(C=N3)C4=CC=C(C=C4)Cl)F. Drug 2: CC1=C(C(CCC1)(C)C)C=CC(=CC=CC(=CC(=O)O)C)C. Cell line: ACHN. Synergy scores: CSS=20.1, Synergy_ZIP=-2.67, Synergy_Bliss=3.26, Synergy_Loewe=5.99, Synergy_HSA=6.51. (5) Drug 1: CCC1=C2CN3C(=CC4=C(C3=O)COC(=O)C4(CC)O)C2=NC5=C1C=C(C=C5)O. Drug 2: C1=CC=C(C(=C1)C(C2=CC=C(C=C2)Cl)C(Cl)Cl)Cl. Cell line: EKVX. Synergy scores: CSS=-2.95, Synergy_ZIP=2.64, Synergy_Bliss=3.67, Synergy_Loewe=-11.9, Synergy_HSA=-3.68. (6) Drug 1: C1CC2CC3=C(CC1C24CN(S(=O)(=O)N4)CC(F)(F)F)C=CC(=C3)C=CCN5CCC(CC5)C(F)(F)F. Drug 2: C1=C(C(=O)NC(=O)N1)F. Cell line: HT29. Synergy scores: CSS=77.1, Synergy_ZIP=6.04, Synergy_Bliss=6.74, Synergy_Loewe=6.33, Synergy_HSA=13.3.